From a dataset of Forward reaction prediction with 1.9M reactions from USPTO patents (1976-2016). Predict the product of the given reaction. (1) The product is: [N:1]([C@@H:4]([C@@H:8]([C:17]1[CH:18]=[CH:19][C:20]([Cl:23])=[CH:21][CH:22]=1)[C:9]1[CH:10]=[C:11]([F:16])[CH:12]=[C:13]([F:15])[CH:14]=1)[C:5]([NH:24][C:25]1[CH:26]=[N:27][CH:28]=[C:29]([F:56])[C:30]=1[CH2:31][CH2:32][C@H:33]1[O:38][CH2:37][C@@H:36]([CH2:39][O:40][C:41](=[O:42])[NH:43][CH2:44][C:45]([F:48])([F:46])[F:47])[N:35]([C:49]([O:51][C:52]([CH3:54])([CH3:53])[CH3:55])=[O:50])[CH2:34]1)=[O:7])=[N+:2]=[N-:3]. Given the reactants [N:1]([C@@H:4]([C@@H:8]([C:17]1[CH:22]=[CH:21][C:20]([Cl:23])=[CH:19][CH:18]=1)[C:9]1[CH:14]=[C:13]([F:15])[CH:12]=[C:11]([F:16])[CH:10]=1)[C:5]([OH:7])=O)=[N+:2]=[N-:3].[NH2:24][C:25]1[CH:26]=[N:27][CH:28]=[C:29]([F:56])[C:30]=1[CH2:31][CH2:32][C@H:33]1[O:38][CH2:37][C@H:36]([CH2:39][O:40][C:41]([NH:43][CH2:44][C:45]([F:48])([F:47])[F:46])=[O:42])[N:35]([C:49]([O:51][C:52]([CH3:55])([CH3:54])[CH3:53])=[O:50])[CH2:34]1.O=P(Cl)(Cl)Cl, predict the reaction product. (2) The product is: [OH:5][CH2:4][C:3]1[CH:6]=[CH:7][CH:8]=[CH:9][C:2]=1[C:15]1[CH:16]=[CH:17][C:12]([CH:10]=[O:11])=[CH:13][CH:14]=1. Given the reactants Br[C:2]1[CH:9]=[CH:8][CH:7]=[CH:6][C:3]=1[CH2:4][OH:5].[CH:10]([C:12]1[CH:17]=[CH:16][C:15](B(O)O)=[CH:14][CH:13]=1)=[O:11].C(=O)(O)[O-].[Na+], predict the reaction product. (3) Given the reactants CC1C=CC(S(OCCC2C=CC=C3C=2NN=C3S(C2C=CC=CC=2)(=O)=O)(=O)=O)=CC=1.[C:32]1([S:38]([C:41]2[C:49]3[C:44](=[C:45]([CH2:50][CH2:51]O)[CH:46]=[CH:47][CH:48]=3)[NH:43][N:42]=2)(=[O:40])=[O:39])[CH:37]=[CH:36][CH:35]=[CH:34][CH:33]=1.[N:53]1[CH:58]=CC=C[CH:54]=1.C1(C)C(S([Cl:68])(=O)=O)=CC=CC=1, predict the reaction product. The product is: [ClH:68].[CH3:54][N:53]([CH3:58])[CH2:51][CH2:50][C:45]1[CH:46]=[CH:47][CH:48]=[C:49]2[C:44]=1[NH:43][N:42]=[C:41]2[S:38]([C:32]1[CH:37]=[CH:36][CH:35]=[CH:34][CH:33]=1)(=[O:40])=[O:39]. (4) Given the reactants [CH3:1][O:2][C:3]([C@@H:5]1[CH2:10][NH:9][CH2:8][CH2:7][N:6]1[C:11]([O:13][C:14]([CH3:17])([CH3:16])[CH3:15])=[O:12])=[O:4].[CH2:18](Cl)[C:19]1[CH:24]=[CH:23][CH:22]=[CH:21][CH:20]=1.C(N(CC)CC)C, predict the reaction product. The product is: [CH3:1][O:2][C:3]([C@@H:5]1[CH2:10][N:9]([CH2:18][C:19]2[CH:24]=[CH:23][CH:22]=[CH:21][CH:20]=2)[CH2:8][CH2:7][N:6]1[C:11]([O:13][C:14]([CH3:17])([CH3:16])[CH3:15])=[O:12])=[O:4]. (5) Given the reactants [F:1][C:2]1[CH:7]=[CH:6][CH:5]=[CH:4][C:3]=1[C:8]1[C:17]2[C:12](=[CH:13][CH:14]=[C:15]([OH:18])[CH:16]=2)[C:11](=[O:19])[N:10]([CH2:20][CH:21]([CH3:23])[CH3:22])[C:9]=1[CH2:24][NH:25][C:26](=[O:32])[O:27][C:28]([CH3:31])([CH3:30])[CH3:29].I[CH2:34][C:35]([NH2:37])=[O:36].C1CCN2C(=NCCC2)CC1.O, predict the reaction product. The product is: [NH2:37][C:35](=[O:36])[CH2:34][O:18][C:15]1[CH:16]=[C:17]2[C:12](=[CH:13][CH:14]=1)[C:11](=[O:19])[N:10]([CH2:20][CH:21]([CH3:23])[CH3:22])[C:9]([CH2:24][NH:25][C:26](=[O:32])[O:27][C:28]([CH3:30])([CH3:29])[CH3:31])=[C:8]2[C:3]1[CH:4]=[CH:5][CH:6]=[CH:7][C:2]=1[F:1].